From a dataset of Forward reaction prediction with 1.9M reactions from USPTO patents (1976-2016). Predict the product of the given reaction. (1) Given the reactants FC(F)(F)[C:3]1[CH:4]=[C:5]([NH:9][C:10](=[O:28])[NH:11][C:12]2[CH:17]=[CH:16][C:15]([C:18]3[S:22][C:21]([CH2:23][CH2:24][C:25]([OH:27])=[O:26])=[N:20][CH:19]=3)=[CH:14][CH:13]=2)[CH:6]=[CH:7][CH:8]=1.C1(NC(=O)NC2C=CC(C3SC(CCC(OC)=O)=NC=3)=CC=2)CCCCC1, predict the reaction product. The product is: [CH:5]1([NH:9][C:10](=[O:28])[NH:11][C:12]2[CH:13]=[CH:14][C:15]([C:18]3[S:22][C:21]([CH2:23][CH2:24][C:25]([OH:27])=[O:26])=[N:20][CH:19]=3)=[CH:16][CH:17]=2)[CH2:4][CH2:3][CH2:8][CH2:7][CH2:6]1. (2) Given the reactants [CH2:1]([O:8]N)[C:2]1[CH:7]=[CH:6][CH:5]=[CH:4][CH:3]=1.Cl.C(Cl)Cl.[BH3-][C:15]#[N:16].[Na+].Cl.N1[CH:24]=[CH:23][CH:22]=[CH:21][CH:20]=1, predict the reaction product. The product is: [CH2:1]([O:8][NH:16][CH2:15][C:20]1[C:6]2[C:24](=[CH:4][CH:3]=[CH:2][CH:7]=2)[CH:23]=[CH:22][CH:21]=1)[C:2]1[CH:7]=[CH:6][CH:5]=[CH:4][CH:3]=1. (3) Given the reactants [C:1]([O:5][C:6](=[O:22])[NH:7][C@H:8]1[CH2:13][C@H:12]([CH3:14])[CH2:11][N:10](CC2C=CC=CC=2)[CH2:9]1)([CH3:4])([CH3:3])[CH3:2], predict the reaction product. The product is: [C:1]([O:5][C:6](=[O:22])[NH:7][C@H:8]1[CH2:13][C@H:12]([CH3:14])[CH2:11][NH:10][CH2:9]1)([CH3:4])([CH3:2])[CH3:3]. (4) Given the reactants C(O)(C(F)(F)F)=O.[C:8]([NH:11][C:12]1[CH:13]=[C:14]([CH:18]2[CH2:23][CH2:22][N:21]([CH2:24][CH2:25][CH2:26][NH:27]C(=O)OC(C)(C)C)[CH2:20][CH2:19]2)[CH:15]=[CH:16][CH:17]=1)(=[O:10])[CH3:9].[OH-].[K+], predict the reaction product. The product is: [NH2:27][CH2:26][CH2:25][CH2:24][N:21]1[CH2:22][CH2:23][CH:18]([C:14]2[CH:13]=[C:12]([NH:11][C:8](=[O:10])[CH3:9])[CH:17]=[CH:16][CH:15]=2)[CH2:19][CH2:20]1. (5) Given the reactants [N:1]1[CH:6]=[CH:5][N:4]=[CH:3][C:2]=1[C:7]1[CH:8]=[CH:9][C:10]([C:13]([O:15]C(C)(C)C)=[O:14])=[N:11][CH:12]=1.C(O)(C(F)(F)F)=O, predict the reaction product. The product is: [N:1]1[CH:6]=[CH:5][N:4]=[CH:3][C:2]=1[C:7]1[CH:8]=[CH:9][C:10]([C:13]([OH:15])=[O:14])=[N:11][CH:12]=1. (6) Given the reactants [F:1][C:2]([F:26])([F:25])[C:3]1[CH:24]=[CH:23][CH:22]=[CH:21][C:4]=1[CH2:5][O:6][CH:7]1[CH2:10][N:9]([C:11]2[N:16]=[N:15][C:14]([C:17]([O:19]C)=O)=[CH:13][CH:12]=2)[CH2:8]1.[NH2:27][NH2:28], predict the reaction product. The product is: [F:26][C:2]([F:1])([F:25])[C:3]1[CH:24]=[CH:23][CH:22]=[CH:21][C:4]=1[CH2:5][O:6][CH:7]1[CH2:10][N:9]([C:11]2[N:16]=[N:15][C:14]([C:17]([NH:27][NH2:28])=[O:19])=[CH:13][CH:12]=2)[CH2:8]1. (7) The product is: [S:21]([NH:1][C:2]1[C:3]([C:19]#[N:20])=[C:4]([CH:16]=[CH:17][CH:18]=1)[O:5][CH2:6][C:7]([CH3:15])([CH3:14])[C:8]([NH:10][CH2:11][CH2:12][CH3:13])=[O:9])(=[O:24])(=[O:23])[NH2:22]. Given the reactants [NH2:1][C:2]1[C:3]([C:19]#[N:20])=[C:4]([CH:16]=[CH:17][CH:18]=1)[O:5][CH2:6][C:7]([CH3:15])([CH3:14])[C:8]([NH:10][CH2:11][CH2:12][CH3:13])=[O:9].[S:21](Cl)(=[O:24])(=[O:23])[NH2:22], predict the reaction product. (8) The product is: [C:11]([O:15][C:16](=[O:32])[N:17]([CH2:19][C@H:20]([C:24]1[CH:29]=[CH:28][C:27]([Cl:30])=[C:26]([Cl:31])[CH:25]=1)[CH2:21][CH:22]=[O:23])[CH3:18])([CH3:14])([CH3:12])[CH3:13]. Given the reactants C(Cl)(=O)C(Cl)=O.CS(C)=O.[C:11]([O:15][C:16](=[O:32])[N:17]([CH2:19][C@H:20]([C:24]1[CH:29]=[CH:28][C:27]([Cl:30])=[C:26]([Cl:31])[CH:25]=1)[CH2:21][CH2:22][OH:23])[CH3:18])([CH3:14])([CH3:13])[CH3:12].C(N(CC)CC)C, predict the reaction product. (9) Given the reactants [CH2:1]([O:8][CH2:9][C:10]1([CH2:14][OH:15])[CH2:13][CH2:12][CH2:11]1)[C:2]1[CH:7]=[CH:6][CH:5]=[CH:4][CH:3]=1.O[C:17]1[CH:18]=[C:19]([CH:24]=[C:25]([O:27][C:28]2[CH:33]=[CH:32][C:31]([N+:34]([O-:36])=[O:35])=[CH:30][CH:29]=2)[CH:26]=1)[C:20]([O:22][CH3:23])=[O:21].C(P(CCCC)CCCC)CCC.N(C(N1CCCCC1)=O)=NC(N1CCCCC1)=O, predict the reaction product. The product is: [CH2:1]([O:8][CH2:9][C:10]1([CH2:14][O:15][C:17]2[CH:18]=[C:19]([CH:24]=[C:25]([O:27][C:28]3[CH:33]=[CH:32][C:31]([N+:34]([O-:36])=[O:35])=[CH:30][CH:29]=3)[CH:26]=2)[C:20]([O:22][CH3:23])=[O:21])[CH2:11][CH2:12][CH2:13]1)[C:2]1[CH:7]=[CH:6][CH:5]=[CH:4][CH:3]=1.